The task is: Predict which catalyst facilitates the given reaction.. This data is from Catalyst prediction with 721,799 reactions and 888 catalyst types from USPTO. (1) Reactant: [H-].[Al+3].[Li+].[H-].[H-].[H-].[CH3:7][C:8]1[N:22]=[C:11]2[C:12]([CH:16]3[CH2:18][CH:17]3[CH:19]=[N:20]O)=[CH:13][CH:14]=[CH:15][N:10]2[N:9]=1.O.O.O.O.O.O.O.O.O.O.S([O-])([O-])(=O)=O.[Na+].[Na+]. Product: [CH3:7][C:8]1[N:22]=[C:11]2[C:12]([CH:16]3[CH2:18][CH:17]3[CH2:19][NH2:20])=[CH:13][CH:14]=[CH:15][N:10]2[N:9]=1. The catalyst class is: 7. (2) Reactant: [C:1]([O:5][C:6]([NH:8][C@@H:9]([C:27]1[CH:32]=[CH:31][CH:30]=[CH:29][CH:28]=1)[C:10]1[CH:11]=[C:12]([CH:24]=[CH:25][CH:26]=1)[O:13][CH2:14][C:15]1[O:16][CH:17]=[C:18]([C:20]([O:22]C)=[O:21])[N:19]=1)=[O:7])([CH3:4])([CH3:3])[CH3:2].O.[OH-].[Li+]. Product: [C:1]([O:5][C:6]([NH:8][C@@H:9]([C:27]1[CH:32]=[CH:31][CH:30]=[CH:29][CH:28]=1)[C:10]1[CH:11]=[C:12]([CH:24]=[CH:25][CH:26]=1)[O:13][CH2:14][C:15]1[O:16][CH:17]=[C:18]([C:20]([OH:22])=[O:21])[N:19]=1)=[O:7])([CH3:4])([CH3:2])[CH3:3]. The catalyst class is: 87. (3) The catalyst class is: 2. Product: [F:54][C:55]([F:78])([F:79])[C:56]1[CH:57]=[C:58]([CH:71]=[C:72]([C:74]([F:75])([F:77])[F:76])[CH:73]=1)[CH2:59][O:60][CH2:61][CH:62]([C:65]1[CH:70]=[CH:69][CH:68]=[CH:67][CH:66]=1)[CH2:63][NH:64][C:48](=[O:50])[C:47]1[CH:46]=[CH:45][C:44]([OH:43])=[CH:52][CH:51]=1. Reactant: [Cl-].C([N+]1C=CC(C(=O)NCC(C2C=CC=CC=2)COCC2C=CC(C(F)(F)F)=C(C(F)(F)F)C=2)=CC=1)C1C=CC=CC=1.[OH:43][C:44]1[CH:52]=[CH:51][C:47]([C:48]([OH:50])=O)=[CH:46][CH:45]=1.Cl.[F:54][C:55]([F:79])([F:78])[C:56]1[CH:57]=[C:58]([CH:71]=[C:72]([C:74]([F:77])([F:76])[F:75])[CH:73]=1)[CH2:59][O:60][CH2:61][CH:62]([C:65]1[CH:70]=[CH:69][CH:68]=[CH:67][CH:66]=1)[CH2:63][NH2:64].C(N(CC)CC)C.CCN=C=NCCCN(C)C.Cl. (4) Reactant: C(S)CCS.N([CH2:9][CH2:10][O:11][CH2:12][CH2:13][NH:14][C:15]1[N:16]=[N+:17]([O-:25])[C:18]2[CH:24]=[CH:23][CH:22]=[CH:21][C:19]=2[N:20]=1)=[N+]=[N-].CC[N:28]([CH2:31]C)CC.[C:44]([O:43]C(OC([O:43][C:44]([CH3:47])([CH3:46])[CH3:45])=O)=O)([CH3:47])([CH3:46])[CH3:45].C[OH:49]. Product: [C:44]([O:43][NH:28][C:31]([CH2:9][CH2:10][O:11][CH2:12][CH2:13][NH:14][C:15]1[N:16]=[N+:17]([O-:25])[C:18]2[CH:24]=[CH:23][CH:22]=[CH:21][C:19]=2[N:20]=1)=[O:49])([CH3:45])([CH3:46])[CH3:47]. The catalyst class is: 1. (5) Reactant: C([O-])([O-])=O.[Na+].[Na+].Cl[C:8]1[N:13]=[CH:12][C:11]([F:14])=[CH:10][N:9]=1.[OH:15][C:16]1[CH:21]=[CH:20][C:19](B(O)O)=[CH:18][CH:17]=1. Product: [F:14][C:11]1[CH:10]=[N:9][C:8]([C:19]2[CH:20]=[CH:21][C:16]([OH:15])=[CH:17][CH:18]=2)=[N:13][CH:12]=1. The catalyst class is: 108. (6) Reactant: [N:1]1([C:7]2[CH:19]=[CH:18][C:10]([C:11]([O:13][C:14]([CH3:17])([CH3:16])[CH3:15])=[O:12])=[C:9]([N+:20]([O-])=O)[CH:8]=2)[CH2:6][CH2:5][O:4][CH2:3][CH2:2]1.[H][H]. Product: [NH2:20][C:9]1[CH:8]=[C:7]([N:1]2[CH2:2][CH2:3][O:4][CH2:5][CH2:6]2)[CH:19]=[CH:18][C:10]=1[C:11]([O:13][C:14]([CH3:17])([CH3:16])[CH3:15])=[O:12]. The catalyst class is: 312.